Dataset: Reaction yield outcomes from USPTO patents with 853,638 reactions. Task: Predict the reaction yield, written as a fraction of the theoretical maximum amount of product (1.0 means a 100% yield; for example, 0.34 means a 34% yield). (1) The reactants are [C:1]([NH:4][C:5]1[C:13]([Cl:14])=[CH:12][C:8]([C:9]([OH:11])=O)=[C:7]([O:15][CH3:16])[CH:6]=1)(=[O:3])[CH3:2].[F:17][C:18]([F:31])([F:30])[C:19]1[CH:20]=[C:21]([CH:23]=[C:24]([C:26]([F:29])([F:28])[F:27])[CH:25]=1)[NH2:22]. No catalyst specified. The product is [C:1]([NH:4][C:5]1[C:13]([Cl:14])=[CH:12][C:8]([C:9]([NH:22][C:21]2[CH:23]=[C:24]([C:26]([F:27])([F:28])[F:29])[CH:25]=[C:19]([C:18]([F:17])([F:30])[F:31])[CH:20]=2)=[O:11])=[C:7]([O:15][CH3:16])[CH:6]=1)(=[O:3])[CH3:2]. The yield is 0.238. (2) The reactants are [CH3:1][O:2][C:3]1[CH:8]=[CH:7][C:6]([N:9]2[CH2:14][CH2:13][N:12]([C:15]3[C:16]([CH3:29])=[C:17]([CH3:28])[C:18]4[O:22][C:21]([CH2:24][NH2:25])([CH3:23])[CH2:20][C:19]=4[C:26]=3[CH3:27])[CH2:11][CH2:10]2)=[CH:5][CH:4]=1.C(N(CC)CC)C.[C:37](Cl)(=[O:39])[CH3:38]. The catalyst is O.C1COCC1. The product is [CH3:1][O:2][C:3]1[CH:4]=[CH:5][C:6]([N:9]2[CH2:10][CH2:11][N:12]([C:15]3[C:16]([CH3:29])=[C:17]([CH3:28])[C:18]4[O:22][C:21]([CH2:24][NH:25][C:37](=[O:39])[CH3:38])([CH3:23])[CH2:20][C:19]=4[C:26]=3[CH3:27])[CH2:13][CH2:14]2)=[CH:7][CH:8]=1. The yield is 0.740. (3) The reactants are [C:1]([O:5][C:6]([N:8]1[CH2:13][CH2:12][CH:11]([N:14]2[CH2:18][CH2:17][C@H:16]([O:19][C:20]3[CH:28]=[CH:27][C:23]([C:24]([OH:26])=O)=[CH:22][C:21]=3[F:29])[C:15]2=[O:30])[CH2:10][CH2:9]1)=[O:7])([CH3:4])([CH3:3])[CH3:2].[C:31]([NH:34][NH2:35])(=[O:33])[CH3:32].C(N(C(C)C)C(C)C)C.O=C1N(P(Cl)(N2CCOC2=O)=O)CCO1. The catalyst is C(Cl)Cl.O. The product is [C:31]([NH:34][NH:35][C:24]([C:23]1[CH:27]=[CH:28][C:20]([O:19][C@H:16]2[CH2:17][CH2:18][N:14]([CH:11]3[CH2:10][CH2:9][N:8]([C:6]([O:5][C:1]([CH3:4])([CH3:2])[CH3:3])=[O:7])[CH2:13][CH2:12]3)[C:15]2=[O:30])=[C:21]([F:29])[CH:22]=1)=[O:26])(=[O:33])[CH3:32]. The yield is 1.02. (4) The reactants are Br[C:2]1[N:3]=[C:4]([CH2:7][O:8][C:9]2[C:10]([F:20])=[C:11]([C:16]([F:19])=[CH:17][CH:18]=2)[C:12](=[N:14][OH:15])[NH2:13])[S:5][CH:6]=1.[CH3:21][O:22][C:23]1[S:24][C:25]([Sn](CCCC)(CCCC)CCCC)=[CH:26][N:27]=1.O. The catalyst is CN(C=O)C.[Pd].C1(P(C2C=CC=CC=2)C2C=CC=CC=2)C=CC=CC=1.C1(P(C2C=CC=CC=2)C2C=CC=CC=2)C=CC=CC=1.C1(P(C2C=CC=CC=2)C2C=CC=CC=2)C=CC=CC=1.C1(P(C2C=CC=CC=2)C2C=CC=CC=2)C=CC=CC=1. The product is [F:20][C:10]1[C:9]([O:8][CH2:7][C:4]2[S:5][CH:6]=[C:2]([C:25]3[S:24][C:23]([O:22][CH3:21])=[N:27][CH:26]=3)[N:3]=2)=[CH:18][CH:17]=[C:16]([F:19])[C:11]=1[C:12](=[N:14][OH:15])[NH2:13]. The yield is 0.270. (5) The reactants are [CH2:1]1[C:16]2[C:11](=[CH:12][CH:13]=[CH:14][CH:15]=2)[C:9](=O)[C:8]2[C:3](=[CH:4][CH:5]=[CH:6][CH:7]=2)[CH2:2]1.[CH3:17][O:18][C:19]1[CH:26]=[CH:25][C:24]([O:27][CH3:28])=[CH:23][C:20]=1[CH:21]=O. No catalyst specified. The product is [CH3:17][O:18][C:19]1[CH:26]=[CH:25][C:24]([O:27][CH3:28])=[CH:23][C:20]=1[CH:21]=[C:9]1[C:8]2[CH:7]=[CH:6][CH:5]=[CH:4][C:3]=2[CH2:2][CH2:1][C:16]2[CH:15]=[CH:14][CH:13]=[CH:12][C:11]1=2. The yield is 0.360.